Dataset: Full USPTO retrosynthesis dataset with 1.9M reactions from patents (1976-2016). Task: Predict the reactants needed to synthesize the given product. (1) Given the product [ClH:1].[CH2:2]([O:4][C:5]1[CH:12]=[CH:11][C:8]([C:9](=[NH:10])[O:19][CH2:17][CH3:18])=[C:7]([O:13][CH:14]([CH3:15])[CH3:16])[CH:6]=1)[CH3:3], predict the reactants needed to synthesize it. The reactants are: [ClH:1].[CH2:2]([O:4][C:5]1[CH:12]=[CH:11][C:8]([C:9]#[N:10])=[C:7]([O:13][CH:14]([CH3:16])[CH3:15])[CH:6]=1)[CH3:3].[CH2:17]([OH:19])[CH3:18]. (2) Given the product [CH3:25][N:24]([CH3:26])[C:20]1[CH:19]=[C:18]([CH:23]=[CH:22][CH:21]=1)[C:17]([NH:16][C:11]1[CH:12]=[CH:13][C:14]([CH3:15])=[C:9]([NH:8][C:38]([C:29]2[CH:30]=[N:31][C:32]3[C:37](=[CH:36][CH:35]=[CH:34][CH:33]=3)[N:28]=2)=[O:39])[CH:10]=1)=[O:27], predict the reactants needed to synthesize it. The reactants are: C(N(CC)CC)C.[NH2:8][C:9]1[CH:10]=[C:11]([NH:16][C:17](=[O:27])[C:18]2[CH:23]=[CH:22][CH:21]=[C:20]([N:24]([CH3:26])[CH3:25])[CH:19]=2)[CH:12]=[CH:13][C:14]=1[CH3:15].[N:28]1[C:37]2[C:32](=[CH:33][CH:34]=[CH:35][CH:36]=2)[N:31]=[CH:30][C:29]=1[C:38](Cl)=[O:39]. (3) The reactants are: [CH:1]1[C:13]2[CH2:12][C:11]3[C:6](=[CH:7][CH:8]=[CH:9][CH:10]=3)[C:5]=2[CH:4]=[CH:3][CH:2]=1.C(N)CN.C1COCC1.[Li]. Given the product [CH2:10]1[C:11]2[CH2:12][C:13]3[C:5](=[CH:4][CH:3]=[CH:2][CH:1]=3)[C:6]=2[CH2:7][CH2:8][CH2:9]1, predict the reactants needed to synthesize it. (4) The reactants are: [OH-].[Li+].[Cl:3][C:4]1[CH:5]=[N:6][N:7]([C:9]2([C:12]3[NH:31][C:15]4=[N:16][C:17]([N:20]5[CH2:25][CH2:24][CH2:23][C@@H:22]([C:26]([O:28]CC)=[O:27])[CH2:21]5)=[CH:18][CH:19]=[C:14]4[N:13]=3)[CH2:11][CH2:10]2)[CH:8]=1. Given the product [Cl:3][C:4]1[CH:5]=[N:6][N:7]([C:9]2([C:12]3[NH:31][C:15]4=[N:16][C:17]([N:20]5[CH2:25][CH2:24][CH2:23][C@@H:22]([C:26]([OH:28])=[O:27])[CH2:21]5)=[CH:18][CH:19]=[C:14]4[N:13]=3)[CH2:10][CH2:11]2)[CH:8]=1, predict the reactants needed to synthesize it. (5) Given the product [F:1][C:2]1[CH:3]=[CH:4][C:5]([C:8]2[O:12][N:11]=[C:10]([C:13]([NH:15][C@@H:16]([CH2:24][CH:25]([CH3:27])[CH3:26])[C:17]([OH:19])=[O:18])=[O:14])[CH:9]=2)=[CH:6][CH:7]=1, predict the reactants needed to synthesize it. The reactants are: [F:1][C:2]1[CH:7]=[CH:6][C:5]([C:8]2[O:12][N:11]=[C:10]([C:13]([NH:15][C@@H:16]([CH2:24][CH:25]([CH3:27])[CH3:26])[C:17]([O:19]C(C)(C)C)=[O:18])=[O:14])[CH:9]=2)=[CH:4][CH:3]=1.C(O)(C(F)(F)F)=O. (6) The reactants are: [C:1]([O:5][C:6]([N:8]1[CH2:13][CH2:12][C:11](=[C:14]([C:19]2[CH:24]=[CH:23][CH:22]=[CH:21][CH:20]=2)[C:15]([NH:17][NH2:18])=[O:16])[CH2:10][CH2:9]1)=[O:7])([CH3:4])([CH3:3])[CH3:2].CCN(C(C)C)C(C)C.[C:34](O[C:34](=O)[C:35]1[CH:40]=[CH:39][CH:38]=[CH:37][CH:36]=1)(=O)[C:35]1[CH:40]=[CH:39][CH:38]=[CH:37][CH:36]=1.C1C=CC(P(C2C=CC=CC=2)C2C=CC=CC=2)=CC=1.ClC(Cl)(Cl)C(Cl)(Cl)Cl. Given the product [C:1]([O:5][C:6]([N:8]1[CH2:9][CH2:10][C:11](=[C:14]([C:19]2[CH:20]=[CH:21][CH:22]=[CH:23][CH:24]=2)[C:15]2[O:16][C:34]([C:35]3[CH:40]=[CH:39][CH:38]=[CH:37][CH:36]=3)=[N:18][N:17]=2)[CH2:12][CH2:13]1)=[O:7])([CH3:4])([CH3:2])[CH3:3], predict the reactants needed to synthesize it. (7) Given the product [S:10]([C:5]1[CH:6]=[CH:7][C:2]([CH2:1][NH2:8])=[CH:3][CH:4]=1)([OH:12])(=[O:11])=[O:9], predict the reactants needed to synthesize it. The reactants are: [CH2:1]([NH2:8])[C:2]1[CH:7]=[CH:6][CH:5]=[CH:4][CH:3]=1.[OH:9][S:10](O)(=[O:12])=[O:11]. (8) Given the product [O:19]=[C:13]1[CH:12]([N:5]2[C:4](=[O:20])[C:3]3[C:7](=[CH:8][CH:9]=[CH:10][C:2]=3[NH:1][C:21](=[O:25])[CH2:22][CH2:23][CH3:24])[C:6]2=[O:11])[CH2:17][CH2:16][C:15](=[O:18])[NH:14]1, predict the reactants needed to synthesize it. The reactants are: [NH2:1][C:2]1[CH:10]=[CH:9][CH:8]=[C:7]2[C:3]=1[C:4](=[O:20])[N:5]([CH:12]1[CH2:17][CH2:16][C:15](=[O:18])[NH:14][C:13]1=[O:19])[C:6]2=[O:11].[C:21](Cl)(=[O:25])[CH2:22][CH2:23][CH3:24].CO. (9) Given the product [C:1]1([C:35]2[CH:40]=[CH:39][CH:38]=[CH:37][CH:36]=2)[CH:2]=[CH:3][C:4]([C:7]2[N:12]=[C:11]3[C:13]([C:48]#[N:49])=[C:14]([O:24][C@@H:25]4[CH2:26][O:27][C@@H:28]5[C@H:32]([OH:33])[CH2:31][O:30][C@H:29]45)[N:15]([CH2:16][O:17][CH2:18][CH2:19][Si:20]([CH3:21])([CH3:22])[CH3:23])[C:10]3=[CH:9][C:8]=2[Cl:34])=[CH:5][CH:6]=1, predict the reactants needed to synthesize it. The reactants are: [C:1]1([C:35]2[CH:40]=[CH:39][CH:38]=[CH:37][CH:36]=2)[CH:6]=[CH:5][C:4]([C:7]2[N:12]=[C:11]3[CH:13]=[C:14]([O:24][C@H:25]4[C@H:29]5[O:30][CH2:31][C@@H:32]([OH:33])[C@H:28]5[O:27][CH2:26]4)[N:15]([CH2:16][O:17][CH2:18][CH2:19][Si:20]([CH3:23])([CH3:22])[CH3:21])[C:10]3=[CH:9][C:8]=2[Cl:34])=[CH:3][CH:2]=1.C([C:48]#[N:49])C1C=CC=CC=1. (10) Given the product [F:24][C:23]1[C:7]([CH:6]=[O:10])=[CH:21][NH:20][C:19]=1[C:18]1[C:13]([F:12])=[N:14][CH:15]=[CH:16][CH:17]=1, predict the reactants needed to synthesize it. The reactants are: CN(C)C=O.[C:6](Cl)(=[O:10])[C:7](Cl)=O.[F:12][C:13]1[C:18]([C:19]2[N:20]([Si](C(C)C)(C(C)C)C(C)C)[CH:21]=C[C:23]=2[F:24])=[CH:17][CH:16]=[CH:15][N:14]=1.[OH-].[Na+].